This data is from Forward reaction prediction with 1.9M reactions from USPTO patents (1976-2016). The task is: Predict the product of the given reaction. (1) Given the reactants [Si:1]([O:8][C@@H:9]1[C@@:28]2([CH3:29])[C:13](=[CH:14][CH:15]=[C:16]3[C@@H:27]2[CH2:26][CH2:25][C@@:24]2([CH3:30])[C@H:17]3[CH2:18][CH:19]=[C:20]2[C@@H:21]([OH:23])[CH3:22])[CH2:12][C@@H:11]([O:31][Si:32]([C:35]([CH3:38])([CH3:37])[CH3:36])([CH3:34])[CH3:33])[CH2:10]1)([C:4]([CH3:7])([CH3:6])[CH3:5])([CH3:3])[CH3:2].[H-].[Na+].Br[CH2:42][CH:43]1[O:47][C:44]1([CH3:46])[CH3:45].C([BH-](C(CC)C)C(CC)C)(CC)C.[Li+].[OH-].[Na+].OO, predict the reaction product. The product is: [Si:1]([O:8][C@@H:9]1[C@@:28]2([CH3:29])[C:13](=[CH:14][CH:15]=[C:16]3[C@@H:27]2[CH2:26][CH2:25][C@@:24]2([CH3:30])[C@H:17]3[CH2:18][CH:19]=[C:20]2[C@@H:21]([O:23][CH2:42][CH2:43][C:44]([OH:47])([CH3:46])[CH3:45])[CH3:22])[CH2:12][C@@H:11]([O:31][Si:32]([C:35]([CH3:37])([CH3:36])[CH3:38])([CH3:33])[CH3:34])[CH2:10]1)([C:4]([CH3:7])([CH3:6])[CH3:5])([CH3:3])[CH3:2]. (2) Given the reactants Cl[C:2]1[N:7]=[CH:6][N:5]=[C:4]([O:8][C:9]2[CH:14]=[CH:13][C:12]([NH:15][C:16]([NH:18][C:19]3[CH:24]=[C:23]([C:25]([F:28])([F:27])[F:26])[CH:22]=[C:21]([CH2:29][N:30]([CH2:33][CH3:34])[CH2:31][CH3:32])[CH:20]=3)=[O:17])=[CH:11][CH:10]=2)[CH:3]=1.[CH3:35][NH2:36], predict the reaction product. The product is: [CH3:35][NH:36][C:2]1[N:7]=[CH:6][N:5]=[C:4]([O:8][C:9]2[CH:14]=[CH:13][C:12]([NH:15][C:16]([NH:18][C:19]3[CH:24]=[C:23]([C:25]([F:28])([F:27])[F:26])[CH:22]=[C:21]([CH2:29][N:30]([CH2:33][CH3:34])[CH2:31][CH3:32])[CH:20]=3)=[O:17])=[CH:11][CH:10]=2)[CH:3]=1. (3) Given the reactants [N:1]1[C:9]2[C:4](=[N:5][CH:6]=[CH:7][CH:8]=2)[N:3]([OH:10])[N:2]=1.[CH3:11][N:12]([C:16]1[CH:21]=[CH:20][CH:19]=[CH:18][CH:17]=1)[C:13](Cl)=[O:14], predict the reaction product. The product is: [N:1]1[C:9]2[C:4](=[N:5][CH:6]=[CH:7][CH:8]=2)[N:3]([O:10][C:13](=[O:14])[N:12]([CH3:11])[C:16]2[CH:21]=[CH:20][CH:19]=[CH:18][CH:17]=2)[N:2]=1. (4) Given the reactants [OH:1][C:2]1[C:7]2=[N:8][C:9]([CH3:16])=[C:10]([CH2:13][CH2:14]Cl)[C:11](=[O:12])[N:6]2[CH:5]=[CH:4][CH:3]=1.NC1C([OH:24])=CC=CN=1.C(C1CCOC1=O)(=O)C.C1(C)C=CC(S(O)(=O)=O)=CC=1, predict the reaction product. The product is: [OH:1][C:2]1[C:7]2=[N:8][C:9]([CH3:16])=[C:10]([CH2:13][CH2:14][OH:24])[C:11](=[O:12])[N:6]2[CH:5]=[CH:4][CH:3]=1. (5) Given the reactants [NH2:1][C:2]1[CH:15]=[CH:14][C:5]([C:6]([C:8]2[CH:13]=[CH:12][CH:11]=[CH:10][CH:9]=2)=[O:7])=[CH:4][CH:3]=1.[C:16](Cl)(=[O:25])[C:17]1[CH:22]=[CH:21][C:20]([O:23][CH3:24])=[CH:19][CH:18]=1.C(N(CC)CC)C, predict the reaction product. The product is: [C:6]([C:5]1[CH:4]=[CH:3][C:2]([NH:1][C:16](=[O:25])[C:17]2[CH:22]=[CH:21][C:20]([O:23][CH3:24])=[CH:19][CH:18]=2)=[CH:15][CH:14]=1)(=[O:7])[C:8]1[CH:13]=[CH:12][CH:11]=[CH:10][CH:9]=1.